Predict the reactants needed to synthesize the given product. From a dataset of Full USPTO retrosynthesis dataset with 1.9M reactions from patents (1976-2016). (1) Given the product [OH:15][C:16]1[C:17]([C:22](=[O:38])[CH:23]([C:28]2[CH:33]=[CH:32][CH:31]=[CH:30][C:29]=2[C:34]([F:37])([F:35])[F:36])[C:24]([O:26][CH3:27])=[O:25])=[N:18][CH:19]=[CH:20][CH:21]=1, predict the reactants needed to synthesize it. The reactants are: FC(F)(F)C(O)=O.COC1C=CC(C[O:15][C:16]2[C:17]([C:22](=[O:38])[CH:23]([C:28]3[CH:33]=[CH:32][CH:31]=[CH:30][C:29]=3[C:34]([F:37])([F:36])[F:35])[C:24]([O:26][CH3:27])=[O:25])=[N:18][CH:19]=[CH:20][CH:21]=2)=CC=1.C([O-])(O)=O.[Na+]. (2) Given the product [F:1][C:2]1[CH:3]=[N:4][C:5]([NH:8][C:9]2[S:10][C:11]3[CH2:17][CH2:16][N:15]([CH2:18][CH:19]4[CH2:24][CH2:23][NH:22][CH2:21][CH2:20]4)[C:14]4[NH:32][N:33]=[CH:34][C:13]=4[C:12]=3[N:44]=2)=[N:6][CH:7]=1, predict the reactants needed to synthesize it. The reactants are: [F:1][C:2]1[CH:3]=[N:4][C:5]([NH:8][C:9]2[S:10][C:11]3[CH2:17][CH2:16][N:15]([CH2:18][CH:19]4[CH2:24][CH2:23][N:22](C(OC(C)(C)C)=O)[CH2:21][CH2:20]4)[C:14]4=[N:32][N:33](CC5C=CC(OC)=CC=5)[CH:34]=[C:13]4[C:12]=3[N:44]=2)=[N:6][CH:7]=1. (3) Given the product [CH:1]([N:4]1[C:8]([C:9]2[S:10][C:11]3[CH2:12][CH2:13][O:14][C:15]4[CH:22]=[C:21]([CH:23]5[CH2:28][CH2:27][N:26]([S:37]([CH3:36])(=[O:39])=[O:38])[CH2:25][CH2:24]5)[CH:20]=[CH:19][C:16]=4[C:17]=3[N:18]=2)=[N:7][CH:6]=[N:5]1)([CH3:3])[CH3:2], predict the reactants needed to synthesize it. The reactants are: [CH:1]([N:4]1[C:8]([C:9]2[S:10][C:11]3[CH2:12][CH2:13][O:14][C:15]4[CH:22]=[C:21]([CH:23]5[CH2:28][CH2:27][NH:26][CH2:25][CH2:24]5)[CH:20]=[CH:19][C:16]=4[C:17]=3[N:18]=2)=[N:7][CH:6]=[N:5]1)([CH3:3])[CH3:2].C(N(CC)CC)C.[CH3:36][S:37](Cl)(=[O:39])=[O:38].O. (4) Given the product [C:29]1([CH:25]([C:19]2[CH:20]=[CH:21][CH:22]=[CH:23][CH:24]=2)[C:6]([N:8]2[CH2:12][C:11](=[N:13][O:14][CH3:15])[CH2:10][C@H:9]2[C:16]([NH:50][C:46]2[CH:47]=[CH:48][C:49]3[N:37]([CH2:35][CH3:36])[C:38]4[C:43]([C:44]=3[CH:45]=2)=[CH:42][CH:41]=[CH:40][CH:39]=4)=[O:18])=[O:7])[CH:30]=[CH:31][CH:32]=[CH:33][CH:34]=1, predict the reactants needed to synthesize it. The reactants are: C(O[C:6]([N:8]1[CH2:12][C:11](=[N:13][O:14][CH3:15])[CH2:10][C@H:9]1[C:16]([OH:18])=O)=[O:7])(C)(C)C.[C:19]1([CH:25]([C:29]2[CH:34]=[CH:33][CH:32]=[CH:31][CH:30]=2)C(Cl)=O)[CH:24]=[CH:23][CH:22]=[CH:21][CH:20]=1.[CH2:35]([N:37]1[C:49]2[CH:48]=[CH:47][C:46]([NH2:50])=[CH:45][C:44]=2[C:43]2[C:38]1=[CH:39][CH:40]=[CH:41][CH:42]=2)[CH3:36]. (5) Given the product [CH3:10][C:9]1[CH:32]=[C:27]([NH:26][C:2]2[S:3][C:4]([C:21]3[CH:20]=[CH:23][CH:36]=[CH:35][CH:34]=3)=[CH:5][N:6]=2)[CH:28]=[C:7]([CH3:13])[CH:8]=1, predict the reactants needed to synthesize it. The reactants are: Cl[C:2]1[S:3][CH:4]=[CH:5][N:6]=1.[CH2:7]([Li])[CH2:8][CH2:9][CH3:10].Cl[C:13](OC)=O.ClC1S[C:20]([C:23]([O-])=O)=[CH:21]N=1.[NH2:26][C:27]1[CH:32]=CC=C[CH:28]=1.O1C[CH2:36][CH2:35][CH2:34]1.